Dataset: Peptide-MHC class II binding affinity with 134,281 pairs from IEDB. Task: Regression. Given a peptide amino acid sequence and an MHC pseudo amino acid sequence, predict their binding affinity value. This is MHC class II binding data. (1) The peptide sequence is EHELYVAVLSNALHR. The MHC is HLA-DQA10102-DQB10602 with pseudo-sequence HLA-DQA10102-DQB10602. The binding affinity (normalized) is 0.522. (2) The peptide sequence is QEGYYPTSPEQSG. The MHC is HLA-DQA10103-DQB10302 with pseudo-sequence CNFHQGGGARVAHIMYFGLTYYAVRTETVHLETT. The binding affinity (normalized) is 0.318. (3) The peptide sequence is PTIGVGGNFAGGGFG. The MHC is DRB1_0901 with pseudo-sequence DRB1_0901. The binding affinity (normalized) is 0.0372. (4) The peptide sequence is ITDTTIGTGDDCISI. The MHC is DRB4_0101 with pseudo-sequence DRB4_0103. The binding affinity (normalized) is 0.194. (5) The binding affinity (normalized) is 0.169. The MHC is DRB1_0103 with pseudo-sequence DRB1_0103. The peptide sequence is TVATLYCVHQRIEIKD. (6) The peptide sequence is HGSEEWEPLTKKGNVWEVKS. The MHC is DRB1_0701 with pseudo-sequence DRB1_0701. The binding affinity (normalized) is 0.330.